Dataset: Catalyst prediction with 721,799 reactions and 888 catalyst types from USPTO. Task: Predict which catalyst facilitates the given reaction. Reactant: [CH3:1][O:2][C:3]1[CH:4]=[C:5]([NH2:26])[CH:6]=[CH:7][C:8]=1[C:9]1[O:10][C:11]([C:14]2[C:15]([C:20]3[CH:25]=[CH:24][CH:23]=[CH:22][CH:21]=3)=[N:16][O:17][C:18]=2[CH3:19])=[N:12][N:13]=1.C(NC(C)C)(C)C.[C:34](Cl)(=[O:37])[CH2:35][CH3:36]. Product: [CH3:1][O:2][C:3]1[CH:4]=[C:5]([NH:26][C:34](=[O:37])[CH2:35][CH3:36])[CH:6]=[CH:7][C:8]=1[C:9]1[O:10][C:11]([C:14]2[C:15]([C:20]3[CH:21]=[CH:22][CH:23]=[CH:24][CH:25]=3)=[N:16][O:17][C:18]=2[CH3:19])=[N:12][N:13]=1. The catalyst class is: 453.